From a dataset of NCI-60 drug combinations with 297,098 pairs across 59 cell lines. Regression. Given two drug SMILES strings and cell line genomic features, predict the synergy score measuring deviation from expected non-interaction effect. (1) Drug 1: C1CCC(C1)C(CC#N)N2C=C(C=N2)C3=C4C=CNC4=NC=N3. Drug 2: CC1=C2C(C(=O)C3(C(CC4C(C3C(C(C2(C)C)(CC1OC(=O)C(C(C5=CC=CC=C5)NC(=O)C6=CC=CC=C6)O)O)OC(=O)C7=CC=CC=C7)(CO4)OC(=O)C)O)C)OC(=O)C. Cell line: HCC-2998. Synergy scores: CSS=61.0, Synergy_ZIP=19.0, Synergy_Bliss=15.8, Synergy_Loewe=-36.3, Synergy_HSA=13.0. (2) Drug 1: CC1C(C(CC(O1)OC2CC(CC3=C2C(=C4C(=C3O)C(=O)C5=C(C4=O)C(=CC=C5)OC)O)(C(=O)C)O)N)O.Cl. Drug 2: CN(C(=O)NC(C=O)C(C(C(CO)O)O)O)N=O. Cell line: BT-549. Synergy scores: CSS=7.12, Synergy_ZIP=-6.41, Synergy_Bliss=-0.407, Synergy_Loewe=-20.5, Synergy_HSA=-0.577. (3) Drug 1: C(=O)(N)NO. Drug 2: COC1=NC(=NC2=C1N=CN2C3C(C(C(O3)CO)O)O)N. Cell line: MDA-MB-231. Synergy scores: CSS=-1.26, Synergy_ZIP=-1.10, Synergy_Bliss=-0.861, Synergy_Loewe=-11.1, Synergy_HSA=-4.92. (4) Drug 1: CS(=O)(=O)CCNCC1=CC=C(O1)C2=CC3=C(C=C2)N=CN=C3NC4=CC(=C(C=C4)OCC5=CC(=CC=C5)F)Cl. Drug 2: C1=NC2=C(N1)C(=S)N=CN2. Cell line: MCF7. Synergy scores: CSS=38.5, Synergy_ZIP=-2.67, Synergy_Bliss=-2.86, Synergy_Loewe=-3.01, Synergy_HSA=0.428. (5) Drug 1: CC1OCC2C(O1)C(C(C(O2)OC3C4COC(=O)C4C(C5=CC6=C(C=C35)OCO6)C7=CC(=C(C(=C7)OC)O)OC)O)O. Drug 2: C1=NC2=C(N1)C(=S)N=C(N2)N. Cell line: IGROV1. Synergy scores: CSS=36.5, Synergy_ZIP=-3.05, Synergy_Bliss=-2.62, Synergy_Loewe=0.276, Synergy_HSA=2.78. (6) Drug 1: C1=CC=C(C=C1)NC(=O)CCCCCCC(=O)NO. Drug 2: CC1CC(C(C(C=C(C(C(C=CC=C(C(=O)NC2=CC(=O)C(=C(C1)C2=O)OC)C)OC)OC(=O)N)C)C)O)OC. Cell line: UACC62. Synergy scores: CSS=56.8, Synergy_ZIP=-1.42, Synergy_Bliss=-5.08, Synergy_Loewe=-6.75, Synergy_HSA=-2.60.